This data is from Full USPTO retrosynthesis dataset with 1.9M reactions from patents (1976-2016). The task is: Predict the reactants needed to synthesize the given product. (1) Given the product [F:17][C:13]1[C:14]([F:16])=[CH:15][C:6]2[N:5]3[C:4]([CH2:10][C:9](=[O:11])[NH:8][C:7]=2[CH:12]=1)=[N:27][N:26]=[C:18]3[C:19]1[CH:24]=[CH:23][CH:22]=[CH:21][CH:20]=1, predict the reactants needed to synthesize it. The reactants are: C(O[C:4]1[CH2:10][C:9](=[O:11])[NH:8][C:7]2[CH:12]=[C:13]([F:17])[C:14]([F:16])=[CH:15][C:6]=2[N:5]=1)C.[C:18]([NH:26][NH2:27])(=O)[C:19]1[CH:24]=[CH:23][CH:22]=[CH:21][CH:20]=1. (2) Given the product [Cl:1][C:2]1[CH:3]=[C:4]([C:13]2[N:18]=[C:17]([CH3:19])[N:16]=[C:15]([N:20]([CH2:21][C:22]3[CH:23]=[CH:24][C:25]([O:28][CH3:29])=[CH:26][CH:27]=3)[CH2:30][C:31]3[CH:32]=[CH:33][C:34]([O:37][CH3:38])=[CH:35][CH:36]=3)[N:14]=2)[C:5]([F:8])=[N:6][CH:7]=1, predict the reactants needed to synthesize it. The reactants are: [Cl:1][C:2]1[CH:3]=[C:4](B(O)O)[C:5]([F:8])=[N:6][CH:7]=1.Cl[C:13]1[N:18]=[C:17]([CH3:19])[N:16]=[C:15]([N:20]([CH2:30][C:31]2[CH:36]=[CH:35][C:34]([O:37][CH3:38])=[CH:33][CH:32]=2)[CH2:21][C:22]2[CH:27]=[CH:26][C:25]([O:28][CH3:29])=[CH:24][CH:23]=2)[N:14]=1.C([O-])(=O)C.[K+].B(O)O.[NH4+].[Cl-]. (3) Given the product [OH:30][C@H:29]([CH2:22][C:23]1[CH:28]=[CH:27][CH:26]=[CH:25][CH:24]=1)[CH2:31][N:1]1[CH2:2][CH2:3][C:4]2([O:11][C:10]3[C:12]4[C:17]([C:18](=[O:21])[C:19](=[O:20])[C:9]=3[S:8][CH2:7]2)=[CH:16][CH:15]=[CH:14][CH:13]=4)[CH2:5][CH2:6]1, predict the reactants needed to synthesize it. The reactants are: [NH:1]1[CH2:6][CH2:5][C:4]2([O:11][C:10]3[C:12]4[C:17]([C:18](=[O:21])[C:19](=[O:20])[C:9]=3[S:8][CH2:7]2)=[CH:16][CH:15]=[CH:14][CH:13]=4)[CH2:3][CH2:2]1.[CH2:22]([C@@H:29]1[CH2:31][O:30]1)[C:23]1[CH:28]=[CH:27][CH:26]=[CH:25][CH:24]=1. (4) Given the product [CH3:1][O:2][C:3]([C:5]1[C:14]([NH:15][C:16](=[O:25])[C:17]2[CH:22]=[CH:21][CH:20]=[C:19]([CH2:23][N:35]([CH2:36][CH:37]([OH:39])[CH3:38])[CH2:34][CH:33]([OH:40])[CH3:32])[CH:18]=2)=[CH:13][C:12]2[C:7](=[CH:8][CH:9]=[CH:10][CH:11]=2)[CH:6]=1)=[O:4], predict the reactants needed to synthesize it. The reactants are: [CH3:1][O:2][C:3]([C:5]1[C:14]([NH:15][C:16](=[O:25])[C:17]2[CH:22]=[CH:21][CH:20]=[C:19]([CH2:23]Cl)[CH:18]=2)=[CH:13][C:12]2[C:7](=[CH:8][CH:9]=[CH:10][CH:11]=2)[CH:6]=1)=[O:4].N1C=CC=CC=1.[CH3:32][CH:33]([OH:40])[CH2:34][NH:35][CH2:36][CH:37]([OH:39])[CH3:38].ClCC1C=C(C=CC=1)C(O)=O. (5) The reactants are: Cl[C:2]1[CH:9]=[CH:8][C:7]([N+:10]([O-])=O)=[CH:6][C:3]=1[C:4]#[N:5].[CH3:13][N:14]1[CH2:19][CH2:18][NH:17][CH2:16][CH2:15]1. Given the product [NH2:10][C:7]1[CH:8]=[CH:9][C:2]([N:17]2[CH2:18][CH2:19][N:14]([CH3:13])[CH2:15][CH2:16]2)=[C:3]([CH:6]=1)[C:4]#[N:5], predict the reactants needed to synthesize it. (6) Given the product [Br:13][C:8]1[C:7]([CH2:6][N:20]2[CH:24]=[CH:23][N:22]=[CH:21]2)=[CH:12][CH:11]=[CH:10][N:9]=1, predict the reactants needed to synthesize it. The reactants are: CS(O[CH2:6][C:7]1[C:8]([Br:13])=[N:9][CH:10]=[CH:11][CH:12]=1)(=O)=O.C(=O)([O-])[O-].[K+].[K+].[NH:20]1[CH:24]=[CH:23][N:22]=[CH:21]1.O.